This data is from Catalyst prediction with 721,799 reactions and 888 catalyst types from USPTO. The task is: Predict which catalyst facilitates the given reaction. (1) Reactant: [NH2:1][C@@:2]([C:12]1[C:17]([F:18])=[CH:16][CH:15]=[C:14]([Br:19])[N:13]=1)([CH3:11])[C@@H:3]([F:10])[C@H:4]([OH:9])[C:5]([F:8])([F:7])[F:6].[C:20]([N:28]=[C:29]=[S:30])(=[O:27])[C:21]1[CH:26]=[CH:25][CH:24]=[CH:23][CH:22]=1. The catalyst class is: 7. Product: [Br:19][C:14]1[N:13]=[C:12]([C@@:2]([NH:1][C:29]([NH:28][C:20](=[O:27])[C:21]2[CH:22]=[CH:23][CH:24]=[CH:25][CH:26]=2)=[S:30])([C@@H:3]([F:10])[C@@H:4]([OH:9])[C:5]([F:6])([F:8])[F:7])[CH3:11])[C:17]([F:18])=[CH:16][CH:15]=1. (2) Reactant: Br[C:2]1[C:3]([Cl:27])=[C:4]([N:10]([CH2:18][C:19]2[CH:24]=[CH:23][C:22]([O:25][CH3:26])=[CH:21][CH:20]=2)[C:11](=[O:17])[O:12][C:13]([CH3:16])([CH3:15])[CH3:14])[CH:5]=[C:6]([C:8]#[N:9])[CH:7]=1.[NH2:28][CH:29]1[CH2:34][CH2:33][N:32]([C:35]([O:37][C:38]([CH3:41])([CH3:40])[CH3:39])=[O:36])[CH2:31][CH2:30]1.C1(P(C2C=CC=CC=2)C2C3OC4C(=CC=CC=4P(C4C=CC=CC=4)C4C=CC=CC=4)C(C)(C)C=3C=CC=2)C=CC=CC=1.C([O-])([O-])=O.[Cs+].[Cs+]. Product: [C:13]([O:12][C:11]([N:10]([CH2:18][C:19]1[CH:24]=[CH:23][C:22]([O:25][CH3:26])=[CH:21][CH:20]=1)[C:4]1[C:3]([Cl:27])=[C:2]([NH:28][CH:29]2[CH2:30][CH2:31][N:32]([C:35]([O:37][C:38]([CH3:41])([CH3:40])[CH3:39])=[O:36])[CH2:33][CH2:34]2)[CH:7]=[C:6]([C:8]#[N:9])[CH:5]=1)=[O:17])([CH3:16])([CH3:15])[CH3:14]. The catalyst class is: 110. (3) Reactant: [C:1]([O:10][CH3:11])(=O)[C:2]1[C:3](=[CH:5][CH:6]=[CH:7][CH:8]=1)[SH:4].[H-].[Na+].Cl[CH2:15][C:16]([C:18]1[C:23]([O:24][CH3:25])=[CH:22][C:21]([O:26][CH3:27])=[CH:20]C=1F)=[O:17].O. Product: [CH3:27][O:26][C:21]1[CH:22]=[C:23]([O:24][CH3:25])[C:18]2[C:16](=[O:17])[C:15]3[S:4][C:3]4[CH:5]=[CH:6][CH:7]=[CH:8][C:2]=4[C:1]=3[O:10][C:11]=2[CH:20]=1. The catalyst class is: 3. (4) Reactant: Cl.[CH:2]12[CH2:13][CH:9]([CH2:10][NH:11][CH2:12]1)[C:8]1[CH:7]=[CH:6][CH:5]=[CH:4][C:3]2=1.N1C=CC=CC=1.[F:20][C:21]([F:32])([F:31])[C:22](O[C:22](=[O:23])[C:21]([F:32])([F:31])[F:20])=[O:23].Cl. Product: [CH:2]12[CH2:13][CH:9]([CH2:10][N:11]([C:22](=[O:23])[C:21]([F:32])([F:31])[F:20])[CH2:12]1)[C:8]1[CH:7]=[CH:6][CH:5]=[CH:4][C:3]2=1. The catalyst class is: 2. (5) Reactant: C[Si]([N-][Si](C)(C)C)(C)C.[Na+].[CH2:11]([C@H:18]1[CH2:22][O:21][C:20](=[O:23])[N:19]1[C:24](=[O:52])[C@@H:25]([CH2:44][C:45]1[CH:50]=[CH:49][CH:48]=[C:47]([F:51])[CH:46]=1)/[CH:26]=[CH:27]/[CH2:28][C:29]([N:31]1[C@@H:35]([CH2:36][C:37]2[CH:42]=[CH:41][CH:40]=[CH:39][CH:38]=2)[CH2:34][O:33][C:32]1=[O:43])=[O:30])[C:12]1[CH:17]=[CH:16][CH:15]=[CH:14][CH:13]=1.[CH2:53](Br)[CH:54]=[CH2:55]. Product: [CH2:55]([C@@H:28](/[CH:27]=[CH:26]/[C@H:25]([CH2:44][C:45]1[CH:50]=[CH:49][CH:48]=[C:47]([F:51])[CH:46]=1)[C:24]([N:19]1[C@@H:18]([CH2:11][C:12]2[CH:17]=[CH:16][CH:15]=[CH:14][CH:13]=2)[CH2:22][O:21][C:20]1=[O:23])=[O:52])[C:29]([N:31]1[C@@H:35]([CH2:36][C:37]2[CH:38]=[CH:39][CH:40]=[CH:41][CH:42]=2)[CH2:34][O:33][C:32]1=[O:43])=[O:30])[CH:54]=[CH2:53]. The catalyst class is: 1. (6) The catalyst class is: 12. Reactant: [Cl:1][C:2]1[CH:10]=[C:9]([Cl:11])[CH:8]=[CH:7][C:3]=1[C:4](Cl)=[O:5].C(=O)([O-])[O-].[K+].[K+].[S:18]1[CH:22]=[CH:21][CH:20]=[C:19]1/[CH:23]=[CH:24]/[S:25]([NH2:28])(=[O:27])=[O:26].Cl. Product: [Cl:1][C:2]1[CH:10]=[C:9]([Cl:11])[CH:8]=[CH:7][C:3]=1[C:4]([NH:28][S:25](/[CH:24]=[CH:23]/[C:19]1[S:18][CH:22]=[CH:21][CH:20]=1)(=[O:27])=[O:26])=[O:5].